The task is: Predict the reactants needed to synthesize the given product.. This data is from Full USPTO retrosynthesis dataset with 1.9M reactions from patents (1976-2016). Given the product [OH:46][CH:9]([CH2:8][CH2:7][CH2:2][OH:1])[CH2:10][O:11][C@H:12]1[CH2:17][CH2:16][C@H:15]([N:18]2[C:23](=[O:24])[C:22]([CH2:25][C:26]3[CH:31]=[CH:30][C:29]([C:32]4[C:33]([C:38]#[N:39])=[CH:34][CH:35]=[CH:36][CH:37]=4)=[CH:28][CH:27]=3)=[C:21]([CH2:40][CH2:41][CH3:42])[N:20]3[N:43]=[CH:44][N:45]=[C:19]23)[CH2:14][CH2:13]1, predict the reactants needed to synthesize it. The reactants are: [O:1]1CCCO[CH:2]1[CH2:7][CH2:8][CH:9]([OH:46])[CH2:10][O:11][C@H:12]1[CH2:17][CH2:16][C@H:15]([N:18]2[C:23](=[O:24])[C:22]([CH2:25][C:26]3[CH:31]=[CH:30][C:29]([C:32]4[C:33]([C:38]#[N:39])=[CH:34][CH:35]=[CH:36][CH:37]=4)=[CH:28][CH:27]=3)=[C:21]([CH2:40][CH2:41][CH3:42])[N:20]3[N:43]=[CH:44][N:45]=[C:19]23)[CH2:14][CH2:13]1.C([Si](Cl)(C1C=CC=CC=1)C1C=CC=CC=1)(C)(C)C.N1C=CN=C1.Cl.